This data is from Forward reaction prediction with 1.9M reactions from USPTO patents (1976-2016). The task is: Predict the product of the given reaction. (1) The product is: [Si:1]([O:8][CH2:9]/[CH:10]=[CH:11]/[C:12]([N:29]1[C@@H:28]([C:22]2[CH:27]=[CH:26][CH:25]=[CH:24][CH:23]=2)[CH2:32][O:31][C:30]1=[O:33])=[O:14])([C:4]([CH3:5])([CH3:6])[CH3:7])([CH3:2])[CH3:3]. Given the reactants [Si:1]([O:8][CH2:9]/[CH:10]=[CH:11]/[C:12]([OH:14])=O)([C:4]([CH3:7])([CH3:6])[CH3:5])([CH3:3])[CH3:2].C(Cl)(=O)C(C)(C)C.[C:22]1([C@H:28]2[CH2:32][O:31][C:30](=[O:33])[NH:29]2)[CH:27]=[CH:26][CH:25]=[CH:24][CH:23]=1.C([Li])CCC.O1CCNC1=O, predict the reaction product. (2) Given the reactants [OH-].[Na+].C(OC([N:8]1[CH2:13][CH2:12][C:11](=[C:14]([C:21]2[CH:26]=[CH:25][CH:24]=[CH:23][CH:22]=2)[C:15]2[CH:20]=[CH:19][CH:18]=[CH:17][CH:16]=2)[CH2:10][CH2:9]1)=O)C.C(=O)(O)N, predict the reaction product. The product is: [C:15]1([C:14]([C:21]2[CH:26]=[CH:25][CH:24]=[CH:23][CH:22]=2)=[C:11]2[CH2:10][CH2:9][NH:8][CH2:13][CH2:12]2)[CH:16]=[CH:17][CH:18]=[CH:19][CH:20]=1. (3) Given the reactants [CH2:1]([C:3]1[CH:8]=[CH:7][CH:6]=[C:5]([CH2:9][CH3:10])[C:4]=1[C:11]1[N:16]=[C:15]([C:17]2[CH2:22][CH2:21][N:20](C(OC(C)(C)C)=O)[CH2:19][CH:18]=2)[C:14]([CH2:30][O:31][C:32]2[CH:37]=[C:36]([CH:38]([CH3:40])[CH3:39])[CH:35]=[CH:34][C:33]=2[CH3:41])=[C:13]([CH3:42])[N:12]=1)[CH3:2].C(O)(C(F)(F)F)=O, predict the reaction product. The product is: [CH2:1]([C:3]1[CH:8]=[CH:7][CH:6]=[C:5]([CH2:9][CH3:10])[C:4]=1[C:11]1[N:12]=[C:13]([CH3:42])[C:14]([CH2:30][O:31][C:32]2[CH:37]=[C:36]([CH:38]([CH3:39])[CH3:40])[CH:35]=[CH:34][C:33]=2[CH3:41])=[C:15]([C:17]2[CH2:22][CH2:21][NH:20][CH2:19][CH:18]=2)[N:16]=1)[CH3:2].